Task: Predict which catalyst facilitates the given reaction.. Dataset: Catalyst prediction with 721,799 reactions and 888 catalyst types from USPTO (1) Reactant: IC1N=C(C)NC=1.C([O-])([O-])=O.[Cs+].[Cs+].BrCCOC1CCCCO1.[I:24][C:25]1[N:26]=[C:27]([CH3:39])[N:28]([CH2:30][CH2:31][O:32][CH:33]2[CH2:38][CH2:37][CH2:36][CH2:35][O:34]2)[CH:29]=1.C([Mg]Br)C.[CH3:44][Sn:45](Cl)([CH3:47])[CH3:46]. Product: [I:24][C:25]1[N:26]=[C:27]([CH3:39])[N:28]([CH2:30][CH2:31][O:32][CH:33]2[CH2:38][CH2:37][CH2:36][CH2:35][O:34]2)[CH:29]=1.[CH3:39][C:27]1[N:28]([CH2:30][CH2:31][O:32][CH:33]2[CH2:38][CH2:37][CH2:36][CH2:35][O:34]2)[CH:29]=[C:25]([Sn:45]([CH3:47])([CH3:46])[CH3:44])[N:26]=1. The catalyst class is: 85. (2) Reactant: Cl[C:2]1[N:7]=[C:6]([C:8]([O:10][CH2:11][CH3:12])=[CH2:9])[CH:5]=[C:4]([CH2:13][O:14][CH3:15])[N:3]=1.[CH3:16][O:17][C:18]1[CH:19]=[C:20]([CH:22]=[CH:23][C:24]=1[N:25]1[CH:29]=[C:28]([CH3:30])[N:27]=[CH:26]1)[NH2:21].C(=O)([O-])[O-].[Cs+].[Cs+].C1(P(C2CCCCC2)C2C=CC=CC=2C2C=CC=CC=2)CCCCC1. Product: [CH2:11]([O:10][C:8]([C:6]1[CH:5]=[C:4]([CH2:13][O:14][CH3:15])[N:3]=[C:2]([NH:21][C:20]2[CH:22]=[CH:23][C:24]([N:25]3[CH:29]=[C:28]([CH3:30])[N:27]=[CH:26]3)=[C:18]([O:17][CH3:16])[CH:19]=2)[N:7]=1)=[CH2:9])[CH3:12]. The catalyst class is: 160.